From a dataset of Forward reaction prediction with 1.9M reactions from USPTO patents (1976-2016). Predict the product of the given reaction. (1) Given the reactants [C:1]([O:5][C:6](=[O:24])[C:7]1[CH:12]=[CH:11][C:10]([N+:13]([O-])=O)=[C:9]([NH:16][CH2:17][CH2:18][C:19]([O:21][CH2:22][CH3:23])=[O:20])[CH:8]=1)([CH3:4])([CH3:3])[CH3:2], predict the reaction product. The product is: [C:1]([O:5][C:6](=[O:24])[C:7]1[CH:12]=[CH:11][C:10]([NH2:13])=[C:9]([NH:16][CH2:17][CH2:18][C:19]([O:21][CH2:22][CH3:23])=[O:20])[CH:8]=1)([CH3:3])([CH3:4])[CH3:2]. (2) Given the reactants [Cl:1][C:2]1[CH:23]=[C:22]([C:24]([F:27])([F:26])[F:25])[CH:21]=[C:20]([Cl:28])[C:3]=1[CH2:4][C:5]1[N:9]([CH3:10])[C:8]2[C:11]([C:15]([CH2:18][CH3:19])=[CH:16][CH3:17])=[CH:12][CH:13]=[CH:14][C:7]=2[N:6]=1.[C:29]([OH:32])(=[O:31])[CH3:30].C(=O)(O)[O-].[Na+].ClC1C=C(C(F)(F)F)C=C(Cl)C=1CC1N(C)C2C(C(CC)C(O)C)=CC=CC=2N=1, predict the reaction product. The product is: [C:29]([O:32][CH:16]([CH3:17])[CH:15]([C:11]1[C:8]2[N:9]([CH3:10])[C:5]([CH2:4][C:3]3[C:2]([Cl:1])=[CH:23][C:22]([C:24]([F:27])([F:26])[F:25])=[CH:21][C:20]=3[Cl:28])=[N:6][C:7]=2[CH:14]=[CH:13][CH:12]=1)[CH2:18][CH3:19])(=[O:31])[CH3:30]. (3) Given the reactants Br[C:2]1[C:3]([Cl:9])=[CH:4][C:5]([NH2:8])=[N:6][CH:7]=1.C[C:11]([N:13](C)C)=O, predict the reaction product. The product is: [NH2:8][C:5]1[CH:4]=[C:3]([Cl:9])[C:2]([C:11]#[N:13])=[CH:7][N:6]=1. (4) The product is: [CH3:18][C:6]1[CH:11]=[C:10]([CH3:12])[CH:9]=[C:8]([CH3:13])[C:7]=1[S:14]([O:5][CH2:4][C@@H:2]([NH:1][S:14]([C:7]1[C:8]([CH3:13])=[CH:9][C:10]([CH3:12])=[CH:11][C:6]=1[CH3:18])(=[O:16])=[O:15])[CH3:3])(=[O:16])=[O:15]. Given the reactants [NH2:1][C@H:2]([CH2:4][OH:5])[CH3:3].[C:6]1([CH3:18])[CH:11]=[C:10]([CH3:12])[CH:9]=[C:8]([CH3:13])[C:7]=1[S:14](Cl)(=[O:16])=[O:15], predict the reaction product. (5) Given the reactants [Cl:1]N1C(=O)CCC1=O.[F:9][C:10]1[CH:15]=[C:14]([N+:16]([O-:18])=[O:17])[CH:13]=[CH:12][C:11]=1[NH:19][C:20]1[C:21]2[CH:28]=[CH:27][NH:26][C:22]=2[N:23]=[CH:24][CH:25]=1.C(=O)(O)[O-].[Na+], predict the reaction product. The product is: [Cl:1][C:28]1[C:21]2[C:20]([NH:19][C:11]3[CH:12]=[CH:13][C:14]([N+:16]([O-:18])=[O:17])=[CH:15][C:10]=3[F:9])=[CH:25][CH:24]=[N:23][C:22]=2[NH:26][CH:27]=1. (6) Given the reactants C(N(CC)CC)C.O[C@H:9]1[C:15](=[O:16])[NH:14][C:13]2[CH:17]=[CH:18][CH:19]=[CH:20][C:12]=2[O:11][C@@H:10]1[C:21]1[CH:26]=[CH:25][CH:24]=[CH:23][CH:22]=1.FC(F)(F)S(Cl)(=O)=O.[N-:35]=[N+:36]=[N-:37].[Na+], predict the reaction product. The product is: [N:35]([C@@H:9]1[C:15](=[O:16])[NH:14][C:13]2[CH:17]=[CH:18][CH:19]=[CH:20][C:12]=2[O:11][C@@H:10]1[C:21]1[CH:26]=[CH:25][CH:24]=[CH:23][CH:22]=1)=[N+:36]=[N-:37].